This data is from Full USPTO retrosynthesis dataset with 1.9M reactions from patents (1976-2016). The task is: Predict the reactants needed to synthesize the given product. (1) The reactants are: N1C=CN=C1.[OH:6][CH2:7][C@@H:8]1[NH:12][C:11](=[O:13])[CH2:10][CH2:9]1.[Si:14](Cl)([C:17]([CH3:20])([CH3:19])[CH3:18])([CH3:16])[CH3:15]. Given the product [Si:14]([O:6][CH2:7][C@@H:8]1[NH:12][C:11](=[O:13])[CH2:10][CH2:9]1)([C:17]([CH3:20])([CH3:19])[CH3:18])([CH3:16])[CH3:15], predict the reactants needed to synthesize it. (2) Given the product [CH3:1][C:2]([CH3:19])([CH3:18])[C:3]([O:5][CH2:6][N:7]1[CH:15]=[N:14][C:13]2[C:8]1=[N:9][C:10]([S:21][CH3:20])=[N:11][C:12]=2[Cl:16])=[O:4], predict the reactants needed to synthesize it. The reactants are: [CH3:1][C:2]([CH3:19])([CH3:18])[C:3]([O:5][CH2:6][N:7]1[CH:15]=[N:14][C:13]2[C:8]1=[N:9][C:10](N)=[N:11][C:12]=2[Cl:16])=[O:4].[CH3:20][S:21]SC.N(OC(C)(C)C)=O. (3) Given the product [CH3:31][C:16]1[C:15]2[C:19](=[CH:20][CH:21]=[CH:22][C:14]=2[NH:13][C:11]([C:8]2[N:5]3[CH:6]=[CH:7][C:2]([C:46]4[CH2:51][CH2:50][N:49]([C:52]([O:54][C:55]([CH3:58])([CH3:57])[CH3:56])=[O:53])[CH2:48][CH:47]=4)=[CH:3][C:4]3=[N:10][CH:9]=2)=[O:12])[N:18]([CH2:23][C:24]2[CH:29]=[CH:28][CH:27]=[C:26]([CH3:30])[N:25]=2)[N:17]=1, predict the reactants needed to synthesize it. The reactants are: Br[C:2]1[CH:7]=[CH:6][N:5]2[C:8]([C:11]([NH:13][C:14]3[CH:22]=[CH:21][CH:20]=[C:19]4[C:15]=3[C:16]([CH3:31])=[N:17][N:18]4[CH2:23][C:24]3[CH:29]=[CH:28][CH:27]=[C:26]([CH3:30])[N:25]=3)=[O:12])=[CH:9][N:10]=[C:4]2[CH:3]=1.COCCOC.CC1(C)C(C)(C)OB([C:46]2[CH2:51][CH2:50][N:49]([C:52]([O:54][C:55]([CH3:58])([CH3:57])[CH3:56])=[O:53])[CH2:48][CH:47]=2)O1.C(=O)([O-])[O-].[Na+].[Na+].